From a dataset of Peptide-MHC class II binding affinity with 134,281 pairs from IEDB. Regression. Given a peptide amino acid sequence and an MHC pseudo amino acid sequence, predict their binding affinity value. This is MHC class II binding data. (1) The peptide sequence is VQDAATYAVTTFSNV. The MHC is HLA-DPA10103-DPB10401 with pseudo-sequence HLA-DPA10103-DPB10401. The binding affinity (normalized) is 0.757. (2) The peptide sequence is LQGLRYFIMAYVNQA. The MHC is DRB1_0401 with pseudo-sequence DRB1_0401. The binding affinity (normalized) is 0.748.